Dataset: Reaction yield outcomes from USPTO patents with 853,638 reactions. Task: Predict the reaction yield, written as a fraction of the theoretical maximum amount of product (1.0 means a 100% yield; for example, 0.34 means a 34% yield). (1) The reactants are [NH2:1][C:2]1[C:3]([N+:13]([O-:15])=[O:14])=[C:4]([CH:9]=[C:10](Cl)[CH:11]=1)[C:5]([O:7][CH3:8])=[O:6].[NH:16]1[CH2:21][CH2:20][O:19][CH2:18][CH2:17]1.C([O-])([O-])=O.[K+].[K+].O. The catalyst is CN(C=O)C. The product is [NH2:1][C:2]1[C:3]([N+:13]([O-:15])=[O:14])=[C:4]([CH:9]=[C:10]([N:16]2[CH2:21][CH2:20][O:19][CH2:18][CH2:17]2)[CH:11]=1)[C:5]([O:7][CH3:8])=[O:6]. The yield is 0.460. (2) The reactants are [Br:1][C:2]1[C:7](=[O:8])[N:6]([C:9]2[C:14]([F:15])=[CH:13][CH:12]=[CH:11][C:10]=2[F:16])[C:5]([CH:17]=O)=[CH:4][C:3]=1[O:19][CH2:20][C:21]1[CH:26]=[CH:25][C:24]([F:27])=[CH:23][C:22]=1[F:28].C1COCC1.[CH3:34][NH:35][CH3:36]. The catalyst is ClCCl.C(O)(=O)C. The product is [Br:1][C:2]1[C:7](=[O:8])[N:6]([C:9]2[C:14]([F:15])=[CH:13][CH:12]=[CH:11][C:10]=2[F:16])[C:5]([CH2:17][N:35]([CH3:36])[CH3:34])=[CH:4][C:3]=1[O:19][CH2:20][C:21]1[CH:26]=[CH:25][C:24]([F:27])=[CH:23][C:22]=1[F:28]. The yield is 0.300. (3) The reactants are [CH3:1][C:2]1[CH:7]=[CH:6][CH:5]=[CH:4][C:3]=1[C:8]1[N:12]([S:13]([C:16]2[CH:21]=[CH:20][CH:19]=[C:18]([S:22]([CH3:25])(=[O:24])=[O:23])[CH:17]=2)(=[O:15])=[O:14])[CH:11]=[C:10]([CH:26]=O)[CH:9]=1.CO.[CH3:30][NH2:31].[BH4-].[Na+].[ClH:34].C(=O)([O-])O.[Na+]. The catalyst is CO. The product is [ClH:34].[CH3:30][NH:31][CH2:26][C:10]1[CH:9]=[C:8]([C:3]2[CH:4]=[CH:5][CH:6]=[CH:7][C:2]=2[CH3:1])[N:12]([S:13]([C:16]2[CH:21]=[CH:20][CH:19]=[C:18]([S:22]([CH3:25])(=[O:23])=[O:24])[CH:17]=2)(=[O:15])=[O:14])[CH:11]=1. The yield is 0.550. (4) The reactants are [Cl:1][C:2]1[N:10]=[C:9]2[C:5]([NH:6][CH:7]=[N:8]2)=[C:4]([Cl:11])[N:3]=1.[CH:12](O)([CH3:14])[CH3:13].C1(P(C2C=CC=CC=2)C2C=CC=CC=2)C=CC=CC=1. The catalyst is O1CCCC1. The product is [Cl:1][C:2]1[N:10]=[C:9]2[C:5]([N:6]=[CH:7][N:8]2[CH:12]([CH3:14])[CH3:13])=[C:4]([Cl:11])[N:3]=1. The yield is 0.770. (5) The reactants are N[C:2]1[CH:7]=[CH:6][CH:5]=[CH:4][C:3]=1[S:8]([NH:11][C:12]1[CH:13]=[C:14]([O:22][CH3:23])[CH:15]=[C:16]2[C:21]=1[N:20]=[CH:19][CH:18]=[CH:17]2)(=[O:10])=[O:9].C(O)(=O)C.N(OC(C)(C)C)=O. No catalyst specified. The product is [CH3:23][O:22][C:14]1[CH:15]=[C:16]2[C:21]([N:20]=[CH:19][CH:18]=[CH:17]2)=[C:12]2[C:13]=1[C:4]1[C:3]([S:8](=[O:10])(=[O:9])[NH:11]2)=[CH:2][CH:7]=[CH:6][CH:5]=1. The yield is 0.360. (6) The product is [I-:2].[CH3:12][N:8]1[CH:9]=[CH:10][CH:11]=[C:7]1[CH2:6][N+:4]([CH3:13])([CH3:5])[CH3:3]. The reactants are C[I:2].[CH3:3][N:4]([CH2:6][C:7]1[N:8]([CH3:12])[CH:9]=[CH:10][CH:11]=1)[CH3:5].[C:13](OCC)(=O)C. The catalyst is C(O)C. The yield is 0.910. (7) The reactants are [F:1][C:2]1[CH:7]=[C:6]([F:8])[C:5]([F:9])=[CH:4][C:3]=1[CH2:10][C:11]([OH:13])=O.C(N1C=CN=C1)(N1C=CN=C1)=O.[CH3:26][C:27]1([CH3:35])[O:34][C:32](=[O:33])[CH2:31][C:29](=[O:30])[O:28]1. The catalyst is C1COCC1. The product is [F:1][C:2]1[CH:7]=[C:6]([F:8])[C:5]([F:9])=[CH:4][C:3]=1[CH2:10][C:11]([CH:31]1[C:32](=[O:33])[O:34][C:27]([CH3:35])([CH3:26])[O:28][C:29]1=[O:30])=[O:13]. The yield is 0.960.